This data is from Forward reaction prediction with 1.9M reactions from USPTO patents (1976-2016). The task is: Predict the product of the given reaction. (1) Given the reactants C(=O)[CH2:2][CH2:3][CH:4]=[O:5].N1[CH2:14][CH2:13][CH2:12][C@H:8]1[C:9]([OH:11])=[O:10].C1COCC1, predict the reaction product. The product is: [OH:10][CH:9]1[O:11][C@H:13]2[CH2:14][C:3]([CH:4]=[O:5])=[CH:2][C@H:12]2[CH2:8]1. (2) Given the reactants [CH3:1][C:2](=[CH2:30])[CH2:3][O:4][C:5]1[CH:18]=[CH:17][C:16]2[O:15][C:14]3[C:9](=[CH:10][C:11]([C:19]4[CH:20]=[N:21][CH:22]=[CH:23][CH:24]=4)=[CH:12][CH:13]=3)[C@@:8]3([CH2:28][O:27][C:26]([NH2:29])=[N:25]3)[C:7]=2[CH:6]=1.O.S(=O)(=O)(O)[OH:33].C(=O)([O-])[O-].[K+].[K+], predict the reaction product. The product is: [NH2:29][C:26]1[O:27][CH2:28][C@:8]2([N:25]=1)[C:9]1[CH:10]=[C:11]([C:19]3[CH:20]=[N:21][CH:22]=[CH:23][CH:24]=3)[CH:12]=[CH:13][C:14]=1[O:15][C:16]1[C:7]2=[CH:6][C:5]([O:4][CH2:3][C:2]([CH3:1])([OH:33])[CH3:30])=[CH:18][CH:17]=1. (3) The product is: [F:1][C:2]([F:16])([F:17])[C:3]([NH:5][C@H:6]1[C:15]2[C:10](=[CH:11][CH:12]=[CH:13][CH:14]=2)[C:9](=[O:18])[CH2:8][CH2:7]1)=[O:4]. Given the reactants [F:1][C:2]([F:17])([F:16])[C:3]([NH:5][C@H:6]1[C:15]2[C:10](=[CH:11][CH:12]=[CH:13][CH:14]=2)[CH2:9][CH2:8][CH2:7]1)=[O:4].[O-:18][Mn](=O)(=O)=O.[K+], predict the reaction product.